This data is from Forward reaction prediction with 1.9M reactions from USPTO patents (1976-2016). The task is: Predict the product of the given reaction. (1) Given the reactants [CH:1]1[C:13]2C[C:13]3[C:1](=[CH:2][CH:3]=CC=3)C=2C=[CH:3][CH:2]=1.[Cl-].[C:15]([C:24]([NH3+])([C:34](=O)[CH2:35][CH2:36][CH2:37][CH2:38][CH2:39][CH2:40][CH3:41])[C:25](=O)[CH2:26][CH2:27][CH2:28][CH2:29][CH2:30][CH2:31][CH3:32])(=O)[CH2:16][CH2:17][CH2:18][CH2:19][CH2:20][CH2:21][CH3:22].[OH-].[Na+], predict the reaction product. The product is: [CH2:15]([C:24]1([CH2:34][CH2:35][CH2:36][CH2:37][CH2:38][CH2:39][CH2:40][CH3:41])[C:32]2[CH:3]=[CH:2][CH:1]=[CH:13][C:31]=2[C:30]2[C:25]1=[CH:26][CH:27]=[CH:28][CH:29]=2)[CH2:16][CH2:17][CH2:18][CH2:19][CH2:20][CH2:21][CH3:22]. (2) Given the reactants [F:1][C:2]1[CH:7]=[CH:6][CH:5]=[CH:4][C:3]=1[C:8]1[CH:9]=[C:10]2[C:15](=[CH:16][CH:17]=1)[N:14]=[CH:13][CH:12]=[C:11]2[S:18][C:19]1([C:23]([O:25]CC)=[O:24])[CH2:22][CH2:21][CH2:20]1.[OH-].[Na+].Cl.ClCCl, predict the reaction product. The product is: [F:1][C:2]1[CH:7]=[CH:6][CH:5]=[CH:4][C:3]=1[C:8]1[CH:9]=[C:10]2[C:15](=[CH:16][CH:17]=1)[N:14]=[CH:13][CH:12]=[C:11]2[S:18][C:19]1([C:23]([OH:25])=[O:24])[CH2:20][CH2:21][CH2:22]1. (3) Given the reactants CC([O:4][C:5]([CH3:7])=[O:6])=O.O[NH:9][C:10](=[NH:24])[CH2:11][C:12]1[C:17]([C:18]2[CH:23]=[CH:22][CH:21]=[CH:20][CH:19]=2)=[CH:16][CH:15]=[CH:14][N:13]=1.C(OCC)(=O)C, predict the reaction product. The product is: [C:5]([O:4][NH:24][C:10](=[NH:9])[CH2:11][C:12]1[C:17]([C:18]2[CH:23]=[CH:22][CH:21]=[CH:20][CH:19]=2)=[CH:16][CH:15]=[CH:14][N:13]=1)(=[O:6])[CH3:7]. (4) Given the reactants C[Si]([C:5]#[C:6][C:7]1[C:15]2[C:14]([N:16]3[C@@H:20]4[CH2:21][N:22]([C:25]([O:27]CC[Si](C)(C)C)=O)[CH2:23][CH2:24][C@@H:19]4[CH2:18][CH2:17]3)=[N:13][CH:12]=[N:11][C:10]=2[NH:9][CH:8]=1)(C)C.N1[C@@H]2CN(C(OCC[Si](C)(C)C)=O)CC[C@@H]2[CH2:36][CH2:35]1.CCN(C(C)C)C(C)C.ClC1C2C(C#C[Si](C)(C)C)=CNC=2N=CN=1, predict the reaction product. The product is: [C:6]([C:7]1[C:15]2[C:14]([N:16]3[C@@H:20]4[CH2:21][N:22]([C:25](=[O:27])[CH:35]=[CH2:36])[CH2:23][CH2:24][C@@H:19]4[CH2:18][CH2:17]3)=[N:13][CH:12]=[N:11][C:10]=2[NH:9][CH:8]=1)#[CH:5]. (5) Given the reactants [NH2:1][C:2]1[C:3](Br)=[N:4][CH:5]=[C:6]([Cl:8])[CH:7]=1.NC1C=C(Cl)C=CC=1CO.C(N(CC)CC)C.[C:27]([O:31][CH3:32])(=[O:30])[CH:28]=[CH2:29], predict the reaction product. The product is: [NH2:1][C:2]1[C:3](/[CH:29]=[CH:28]/[C:27]([O:31][CH3:32])=[O:30])=[N:4][CH:5]=[C:6]([Cl:8])[CH:7]=1. (6) Given the reactants [OH:1][C@H:2]1[CH2:6][N:5]([C:7]([O:9][C:10]([CH3:13])([CH3:12])[CH3:11])=[O:8])[C@H:4]([C:14]([O:16][CH3:17])=[O:15])[CH2:3]1.[C:18]([N:25]1[CH:29]=[CH:28]N=[CH:26]1)(N1C=CN=C1)=[O:19].[CH:30]([C:32]1C=[CH:39][CH:38]=[C:37]2[C:33]=1CNC2)=[CH2:31].S(=O)(=O)(O)[O-].[K+], predict the reaction product. The product is: [CH:38]([C:37]1[CH:33]=[CH:32][CH:30]=[C:31]2[C:28]=1[CH2:29][N:25]([C:18]([O:1][C@H:2]1[CH2:6][N:5]([C:7]([O:9][C:10]([CH3:11])([CH3:12])[CH3:13])=[O:8])[C@H:4]([C:14]([O:16][CH3:17])=[O:15])[CH2:3]1)=[O:19])[CH2:26]2)=[CH2:39]. (7) Given the reactants OC[C@H](N[C:15]([C@H:17]1[CH2:19][C@@H:18]1[C:20]1[CH:25]=[CH:24][CH:23]=[CH:22][CH:21]=1)=[O:16])C1C=NC(C(F)(F)F)=CC=1.[NH2:26][C@H:27]([C:30]1[CH:37]=[CH:36][C:33]([C:34]#[N:35])=[CH:32][N:31]=1)[CH2:28][OH:29], predict the reaction product. The product is: [C:34]([C:33]1[CH:36]=[CH:37][C:30]([C@@H:27]([NH:26][C:15]([C@H:17]2[CH2:19][C@@H:18]2[C:20]2[CH:25]=[CH:24][CH:23]=[CH:22][CH:21]=2)=[O:16])[CH2:28][OH:29])=[N:31][CH:32]=1)#[N:35]. (8) The product is: [CH3:1][C:2]1[C:3]([CH:22]([O:42][CH3:43])[C:23]2[NH:27][C:26]3[CH:36]=[CH:37][C:38]([C:40]#[N:41])=[CH:39][C:25]=3[N:24]=2)=[C:4]2[C:8](=[C:9]([CH3:11])[CH:10]=1)[NH:7][CH:6]=[CH:5]2. Given the reactants [CH3:1][C:2]1[C:3]([CH:22]([O:42][CH3:43])[C:23]2[N:27](COCC[Si](C)(C)C)[C:26]3[CH:36]=[CH:37][C:38]([C:40]#[N:41])=[CH:39][C:25]=3[N:24]=2)=[C:4]2[C:8](=[C:9]([CH3:11])[CH:10]=1)[N:7](S(C1C=CC(C)=CC=1)(=O)=O)[CH:6]=[CH:5]2.CC1C(C(OC)C2N(COCC[Si](C)(C)C)C3C=C(C#N)C=CC=3N=2)=C2C(=C(C)C=1)N(S(C1C=CC(C)=CC=1)(=O)=O)C=C2, predict the reaction product. (9) The product is: [OH:2][CH2:3][CH2:4][CH2:5][C:6]1[S:10][CH:9]=[C:8]([CH2:11][CH2:12][C:13]2[N:18]=[CH:17][C:16]([N:19]3[CH2:24][CH2:23][N:22]([C:25]([O:27][C:28]([CH3:31])([CH3:30])[CH3:29])=[O:26])[CH2:21][CH2:20]3)=[CH:15][CH:14]=2)[CH:7]=1. Given the reactants C[O:2][C:3](=O)[CH2:4][CH2:5][C:6]1[S:10][CH:9]=[C:8]([CH2:11][CH2:12][C:13]2[N:18]=[CH:17][C:16]([N:19]3[CH2:24][CH2:23][N:22]([C:25]([O:27][C:28]([CH3:31])([CH3:30])[CH3:29])=[O:26])[CH2:21][CH2:20]3)=[CH:15][CH:14]=2)[CH:7]=1.[H-].C([Al+]CC(C)C)C(C)C, predict the reaction product.